This data is from Full USPTO retrosynthesis dataset with 1.9M reactions from patents (1976-2016). The task is: Predict the reactants needed to synthesize the given product. (1) The reactants are: [S:1]1[CH:5]=[CH:4][C:3]2[CH:6]=[CH:7][CH:8]=[C:9]([CH2:10][C:11]#[N:12])[C:2]1=2.CC([OH:17])(C)C.[OH-].[K+]. Given the product [S:1]1[CH:5]=[CH:4][C:3]2[CH:6]=[CH:7][CH:8]=[C:9]([CH2:10][C:11]([NH2:12])=[O:17])[C:2]1=2, predict the reactants needed to synthesize it. (2) Given the product [CH2:8]([O:15][C:16](=[O:17])[NH:18][C@H:19]1[C@@H:24]([F:25])[CH2:23][CH2:22][NH:21][CH2:20]1)[C:9]1[CH:14]=[CH:13][CH:12]=[CH:11][CH:10]=1, predict the reactants needed to synthesize it. The reactants are: Cl.O1CCOCC1.[CH2:8]([O:15][C:16]([NH:18][C@H:19]1[C@@H:24]([F:25])[CH2:23][CH2:22][N:21](C(OC(C)(C)C)=O)[CH2:20]1)=[O:17])[C:9]1[CH:14]=[CH:13][CH:12]=[CH:11][CH:10]=1. (3) The reactants are: [CH:1]1([N:4]([CH2:18][C:19]2[O:23][C:22]([C:24](OCC)=[O:25])=[N:21][N:20]=2)[S:5]([C:8]2[C:13]([CH3:14])=[CH:12][C:11]([O:15][CH3:16])=[CH:10][C:9]=2[CH3:17])(=[O:7])=[O:6])[CH2:3][CH2:2]1.[CH3:29][N:30]([CH3:40])[CH2:31][CH2:32][CH2:33][N:34]1[CH2:39][CH2:38][NH:37][CH2:36][CH2:35]1.C[Al](C)C. Given the product [NH3:4].[CH:1]1([N:4]([CH2:18][C:19]2[O:23][C:22]([C:24]([N:37]3[CH2:38][CH2:39][N:34]([CH2:33][CH2:32][CH2:31][N:30]([CH3:29])[CH3:40])[CH2:35][CH2:36]3)=[O:25])=[N:21][N:20]=2)[S:5]([C:8]2[C:13]([CH3:14])=[CH:12][C:11]([O:15][CH3:16])=[CH:10][C:9]=2[CH3:17])(=[O:7])=[O:6])[CH2:3][CH2:2]1, predict the reactants needed to synthesize it. (4) Given the product [CH3:1][O:2][C:3]([C:5]1[C:6]([OH:25])=[C:7]2[C:12](=[CH:13][N:14]=1)[N:11]([C@@H:15]([C:17]1[CH:22]=[CH:21][CH:20]=[CH:19][CH:18]=1)[CH3:16])[C:10](=[O:23])[C:9]([C:26]1[CH:31]=[CH:30][CH:29]=[CH:28][CH:27]=1)=[CH:8]2)=[O:4], predict the reactants needed to synthesize it. The reactants are: [CH3:1][O:2][C:3]([C:5]1[C:6]([OH:25])=[C:7]2[C:12](=[CH:13][N:14]=1)[N:11]([C@@H:15]([C:17]1[CH:22]=[CH:21][CH:20]=[CH:19][CH:18]=1)[CH3:16])[C:10](=[O:23])[C:9](Br)=[CH:8]2)=[O:4].[C:26]1([Sn](CCCC)(CCCC)CCCC)[CH:31]=[CH:30][CH:29]=[CH:28][CH:27]=1.CCOC(C)=O.Cl. (5) Given the product [CH:42]1[C:43]2[C:38](=[CH:37][C:36]3[C:45]([C:44]=2[O:46][P:47]2[O:24][C:6]4[C:5]([C:1]([CH3:4])([CH3:2])[CH3:3])=[CH:10][C:9]([O:11][CH3:12])=[CH:8][C:7]=4[C:13]4[C:22]5[C:17]([CH:16]=[CH:15][C:14]=4[O:23]2)=[CH:18][CH:19]=[CH:20][CH:21]=5)=[CH:32][CH:33]=[CH:34][CH:35]=3)[CH:39]=[CH:40][CH:41]=1, predict the reactants needed to synthesize it. The reactants are: [C:1]([C:5]1[C:6]([OH:24])=[C:7]([C:13]2[C:22]3[C:17](=[CH:18][CH:19]=[CH:20][CH:21]=3)[CH:16]=[CH:15][C:14]=2[OH:23])[CH:8]=[C:9]([O:11][CH3:12])[CH:10]=1)([CH3:4])([CH3:3])[CH3:2].C(N(CC)CC)C.[CH:32]1[C:45]2[C:36](=[CH:37][C:38]3[C:43]([C:44]=2[O:46][P:47](Cl)Cl)=[CH:42][CH:41]=[CH:40][CH:39]=3)[CH:35]=[CH:34][CH:33]=1. (6) Given the product [CH2:17]([O:10][C:5]1[CH:4]=[CH:3][C:2]([Br:1])=[CH:9][C:6]=1[CH:7]=[O:8])[C:18]1[CH:23]=[CH:22][CH:21]=[CH:20][CH:19]=1, predict the reactants needed to synthesize it. The reactants are: [Br:1][C:2]1[CH:3]=[CH:4][C:5]([OH:10])=[C:6]([CH:9]=1)[CH:7]=[O:8].C(=O)([O-])[O-].[K+].[K+].[CH2:17](Br)[C:18]1[CH:23]=[CH:22][CH:21]=[CH:20][CH:19]=1. (7) Given the product [OH:2][C:3]1[CH:34]=[CH:33][C:6]([C:7]([C:9]2[C:26]3[C:27]4[C:32]5[C:11](=[CH:12][CH:13]=[C:14]6[C:31]=5[C:30]5[C:17](=[CH:18][CH:19]=[C:20]7[C:29]=5[C:28]=4[C:23](=[CH:24][CH:25]=3)[CH:22]=[CH:21]7)[CH:16]=[CH:15]6)[CH:10]=2)=[O:8])=[CH:5][CH:4]=1, predict the reactants needed to synthesize it. The reactants are: C[O:2][C:3]1[CH:34]=[CH:33][C:6]([C:7]([C:9]2[C:26]3[C:27]4[C:32]5[C:11](=[CH:12][CH:13]=[C:14]6[C:31]=5[C:30]5[C:17](=[CH:18][CH:19]=[C:20]7[C:29]=5[C:28]=4[C:23](=[CH:24][CH:25]=3)[CH:22]=[CH:21]7)[CH:16]=[CH:15]6)[CH:10]=2)=[O:8])=[CH:5][CH:4]=1.C(S)CCCCCCCCCCC.[OH-].[K+].Cl. (8) Given the product [Cl:1][C:2]1[O:3][C:4]2[CH:10]=[CH:9][C:8]([C:11]([CH2:27][CH3:28])=[C:12]([C:20]3[CH:25]=[CH:24][C:23]([OH:26])=[CH:22][CH:21]=3)[C:13]3[CH:14]=[N:15][C:16]([O:33][CH2:32][CH2:31][NH:30][CH3:29])=[CH:17][CH:18]=3)=[CH:7][C:5]=2[CH:6]=1, predict the reactants needed to synthesize it. The reactants are: [Cl:1][C:2]1[O:3][C:4]2[CH:10]=[CH:9][C:8]([C:11]([CH2:27][CH3:28])=[C:12]([C:20]3[CH:25]=[CH:24][C:23]([OH:26])=[CH:22][CH:21]=3)[C:13]3[CH:14]=[N:15][C:16](Cl)=[CH:17][CH:18]=3)=[CH:7][C:5]=2[CH:6]=1.[CH3:29][NH:30][CH2:31][CH2:32][OH:33]. (9) The reactants are: [Br:1][C:2]1[C:3]([CH3:12])=[C:4]([C:6]([N+:9]([O-])=O)=[CH:7][CH:8]=1)[NH2:5].[Sn](Cl)Cl.O.[OH-].[Na+]. Given the product [Br:1][C:2]1[C:3]([CH3:12])=[C:4]([NH2:5])[C:6]([NH2:9])=[CH:7][CH:8]=1, predict the reactants needed to synthesize it.